Dataset: Catalyst prediction with 721,799 reactions and 888 catalyst types from USPTO. Task: Predict which catalyst facilitates the given reaction. (1) The catalyst class is: 4. Reactant: [CH:1]1([N:6]2[CH2:12][CH:11]([CH2:13][CH2:14][OH:15])[C:10](=[O:16])[N:9]([CH3:17])[C:8]3[CH:18]=[N:19][C:20]([NH:22][C:23]4[CH:31]=[CH:30][C:26]([C:27](O)=[O:28])=[CH:25][C:24]=4[O:32][CH3:33])=[N:21][C:7]2=3)[CH2:5][CH2:4][CH2:3][CH2:2]1.F[P-](F)(F)(F)(F)F.CN(C(N(C)C)=[N+]1C2C(=NC=CC=2)[N+]([O-])=N1)C.[NH2:58][CH:59]1[CH2:64][CH2:63][N:62]([CH3:65])[CH2:61][CH2:60]1.C(N(CC)CC)C. Product: [CH:1]1([N:6]2[CH2:12][CH:11]([CH2:13][CH2:14][OH:15])[C:10](=[O:16])[N:9]([CH3:17])[C:8]3[CH:18]=[N:19][C:20]([NH:22][C:23]4[CH:31]=[CH:30][C:26]([C:27]([NH:58][CH:59]5[CH2:64][CH2:63][N:62]([CH3:65])[CH2:61][CH2:60]5)=[O:28])=[CH:25][C:24]=4[O:32][CH3:33])=[N:21][C:7]2=3)[CH2:5][CH2:4][CH2:3][CH2:2]1. (2) Reactant: Br[C:2]1[C:3]([O:10][CH3:11])=[C:4]([CH:7]=[CH:8][CH:9]=1)[C:5]#[N:6].[N:12]1[CH:17]=[CH:16][C:15](B(O)O)=[CH:14][CH:13]=1.C([O-])([O-])=O.[Na+].[Na+]. Product: [CH3:11][O:10][C:3]1[C:2]([C:15]2[CH:16]=[CH:17][N:12]=[CH:13][CH:14]=2)=[CH:9][CH:8]=[CH:7][C:4]=1[C:5]#[N:6]. The catalyst class is: 12. (3) Reactant: [CH2:1]([N:8]1[CH2:17][CH2:16][C:11]2([CH2:15][NH:14][CH2:13][CH2:12]2)[CH2:10][CH2:9]1)[C:2]1[CH:7]=[CH:6][CH:5]=[CH:4][CH:3]=1.CCN(C(C)C)C(C)C.[C:27](O[C:27]([O:29][C:30]([CH3:33])([CH3:32])[CH3:31])=[O:28])([O:29][C:30]([CH3:33])([CH3:32])[CH3:31])=[O:28]. The catalyst class is: 64. Product: [CH2:1]([N:8]1[CH2:9][CH2:10][C:11]2([CH2:15][N:14]([C:27]([O:29][C:30]([CH3:33])([CH3:32])[CH3:31])=[O:28])[CH2:13][CH2:12]2)[CH2:16][CH2:17]1)[C:2]1[CH:3]=[CH:4][CH:5]=[CH:6][CH:7]=1. (4) Reactant: [H-].[Na+].[F:3][C:4]1[CH:5]=[C:6]([CH2:10][OH:11])[CH:7]=[CH:8][CH:9]=1.[Cl:12][C:13]1[CH:18]=[C:17]([N+:19]([O-:21])=[O:20])[CH:16]=[CH:15][C:14]=1F. Product: [Cl:12][C:13]1[CH:18]=[C:17]([N+:19]([O-:21])=[O:20])[CH:16]=[CH:15][C:14]=1[O:11][CH2:10][C:6]1[CH:7]=[CH:8][CH:9]=[C:4]([F:3])[CH:5]=1. The catalyst class is: 118.